The task is: Predict which catalyst facilitates the given reaction.. This data is from Catalyst prediction with 721,799 reactions and 888 catalyst types from USPTO. (1) The catalyst class is: 5. Product: [CH2:21]([C:20]([C:17]1[CH:18]=[CH:19][C:14]([C:11]2[CH:10]=[CH:9][C:8]([CH:6]([OH:7])[C:5]([OH:41])=[O:4])=[CH:13][CH:12]=2)=[C:15]([CH3:40])[CH:16]=1)([C:23]1[CH:28]=[CH:27][C:26]([CH2:29][CH2:30][CH:31]([OH:36])[C:32]([CH3:34])([CH3:35])[CH3:33])=[C:25]([CH3:37])[CH:24]=1)[CH2:38][CH3:39])[CH3:22]. Reactant: [OH-].[Na+].C[O:4][C:5](=[O:41])[CH:6]([C:8]1[CH:13]=[CH:12][C:11]([C:14]2[CH:19]=[CH:18][C:17]([C:20]([CH2:38][CH3:39])([C:23]3[CH:28]=[CH:27][C:26]([CH2:29][CH2:30][CH:31]([OH:36])[C:32]([CH3:35])([CH3:34])[CH3:33])=[C:25]([CH3:37])[CH:24]=3)[CH2:21][CH3:22])=[CH:16][C:15]=2[CH3:40])=[CH:10][CH:9]=1)[OH:7].Cl. (2) Reactant: C1C=CC2N(O)N=NC=2C=1.Cl.Cl.[CH3:13][CH:14]([N:16]1[CH2:22][CH2:21][CH2:20][NH:19][CH2:18][CH2:17]1)[CH3:15].[C:23]([O:27][C:28]([N:30]1[CH2:34][CH2:33][C@H:32]([C:35](O)=[O:36])[CH2:31]1)=[O:29])([CH3:26])([CH3:25])[CH3:24].C(N(C(C)C)CC)(C)C. Product: [CH3:13][CH:14]([N:16]1[CH2:22][CH2:21][CH2:20][N:19]([C:35]([C@H:32]2[CH2:33][CH2:34][N:30]([C:28]([O:27][C:23]([CH3:26])([CH3:25])[CH3:24])=[O:29])[CH2:31]2)=[O:36])[CH2:18][CH2:17]1)[CH3:15]. The catalyst class is: 607. (3) Reactant: [CH3:1][C:2]1[CH:8]=[CH:7][C:6]([N+:9]([O-:11])=[O:10])=[CH:5][C:3]=1[NH2:4].N1C=CC=CC=1.[Cl:18][CH2:19][C:20](Cl)=[O:21]. Product: [Cl:18][CH2:19][C:20]([NH:4][C:3]1[CH:5]=[C:6]([N+:9]([O-:11])=[O:10])[CH:7]=[CH:8][C:2]=1[CH3:1])=[O:21]. The catalyst class is: 2. (4) Reactant: [NH2:1][C:2]1[CH:7]=[C:6]([OH:8])[CH:5]=[CH:4][N:3]=1.[Br:9][C:10]1[CH:11]=[C:12]([F:17])[C:13](F)=[N:14][CH:15]=1.CCOC(C)=O. Product: [Br:9][C:10]1[CH:11]=[C:12]([F:17])[C:13]([O:8][C:6]2[CH:5]=[CH:4][N:3]=[C:2]([NH2:1])[CH:7]=2)=[N:14][CH:15]=1. The catalyst class is: 3. (5) Reactant: C[Si](C)(C)N[Si](C)(C)C.[Na].[NH2:11][C:12]1[CH:17]=[CH:16][N:15]=[C:14]2[O:18][CH2:19][O:20][C:13]=12.Cl[C:22]1[C:31]2[C:26](=[CH:27][C:28]([O:34][CH2:35][CH2:36][Cl:37])=[C:29]([O:32][CH3:33])[CH:30]=2)[N:25]=[CH:24][N:23]=1. Product: [Cl:37][CH2:36][CH2:35][O:34][C:28]1[CH:27]=[C:26]2[C:31]([C:22]([NH:11][C:12]3[CH:17]=[CH:16][N:15]=[C:14]4[O:18][CH2:19][O:20][C:13]=34)=[N:23][CH:24]=[N:25]2)=[CH:30][C:29]=1[O:32][CH3:33]. The catalyst class is: 1. (6) Reactant: O[CH2:2][C@H:3]1[CH2:6][C@H:5]([NH:7][C:8](=[O:14])[O:9][C:10]([CH3:13])([CH3:12])[CH3:11])[CH2:4]1.N1C=CN=C1.C1(P(C2C=CC=CC=2)C2C=CC=CC=2)C=CC=CC=1.[I:39]I. Product: [I:39][CH2:2][C@H:3]1[CH2:6][C@H:5]([NH:7][C:8](=[O:14])[O:9][C:10]([CH3:13])([CH3:12])[CH3:11])[CH2:4]1. The catalyst class is: 4. (7) Product: [O:1]1[CH:5]=[CH:4][CH:3]=[C:2]1[C:6]1[C:11]([I:12])=[C:10]([O:23][C:17]2[CH:22]=[CH:21][CH:20]=[CH:19][CH:18]=2)[N:9]=[C:8]([NH2:16])[N:7]=1. The catalyst class is: 1. Reactant: [O:1]1[CH:5]=[CH:4][CH:3]=[C:2]1[C:6]1[C:11]([I:12])=[C:10](S(C)=O)[N:9]=[C:8]([NH2:16])[N:7]=1.[C:17]1([OH:23])[CH:22]=[CH:21][CH:20]=[CH:19][CH:18]=1.C1CCN2C(=NCCC2)CC1. (8) Reactant: [CH2:1]([N:8]1[CH2:13][CH2:12][CH:11]([NH:14][C:15]([C:17]2[CH:22]=[CH:21][CH:20]=[C:19]([F:23])[C:18]=2[NH:24]C(=O)OC(C)(C)C)=[O:16])[CH2:10][CH2:9]1)[C:2]1[CH:7]=[CH:6][CH:5]=[CH:4][CH:3]=1.FC(F)(F)C(O)=O. Product: [NH2:24][C:18]1[C:19]([F:23])=[CH:20][CH:21]=[CH:22][C:17]=1[C:15]([NH:14][CH:11]1[CH2:12][CH2:13][N:8]([CH2:1][C:2]2[CH:7]=[CH:6][CH:5]=[CH:4][CH:3]=2)[CH2:9][CH2:10]1)=[O:16]. The catalyst class is: 4.